This data is from Peptide-MHC class I binding affinity with 185,985 pairs from IEDB/IMGT. The task is: Regression. Given a peptide amino acid sequence and an MHC pseudo amino acid sequence, predict their binding affinity value. This is MHC class I binding data. (1) The peptide sequence is ANNLWVTVY. The MHC is Mamu-A11 with pseudo-sequence Mamu-A11. The binding affinity (normalized) is 0.100. (2) The peptide sequence is KYINFINFI. The MHC is HLA-A29:02 with pseudo-sequence HLA-A29:02. The binding affinity (normalized) is 0.149. (3) The peptide sequence is VPHISRQRL. The MHC is HLA-B35:01 with pseudo-sequence HLA-B35:01. The binding affinity (normalized) is 0.0427.